From a dataset of Forward reaction prediction with 1.9M reactions from USPTO patents (1976-2016). Predict the product of the given reaction. (1) Given the reactants [CH3:1][C:2]1[CH:14]([C:15]2[N:16]=[C:17]([CH3:20])[S:18][CH:19]=2)[C:13](=O)[N:5]2[C:6]3[CH:12]=[CH:11][CH:10]=[N:9][C:7]=3[N:8]=[C:4]2[C:3]=1[C:22]#[N:23].P(Cl)(Cl)([Cl:26])=O, predict the reaction product. The product is: [Cl:26][C:13]1[N:5]2[C:6]3[CH:12]=[CH:11][CH:10]=[N:9][C:7]=3[N:8]=[C:4]2[C:3]([C:22]#[N:23])=[C:2]([CH3:1])[C:14]=1[C:15]1[N:16]=[C:17]([CH3:20])[S:18][CH:19]=1. (2) Given the reactants Cl[C:2]1[C:7]([C:8]2[O:9][C:10]([CH:13]3[CH2:15][CH2:14]3)=[N:11][N:12]=2)=[CH:6][N:5]=[C:4]([S:16][CH3:17])[N:3]=1.C([N:20](CC)CC)C.C(Cl)(Cl)Cl, predict the reaction product. The product is: [NH2:20][C:2]1[C:7]([C:8]2[O:9][C:10]([CH:13]3[CH2:15][CH2:14]3)=[N:11][N:12]=2)=[CH:6][N:5]=[C:4]([S:16][CH3:17])[N:3]=1. (3) Given the reactants [CH3:1][C:2]1[CH:10]=[CH:9][C:5]([C:6]([OH:8])=[O:7])=[CH:4][CH:3]=1.C(OOC(=O)C1C=CC=CC=1)(=O)C1C=CC=CC=1.[Br:29]N1C(=O)CCC1=O, predict the reaction product. The product is: [Br:29][CH2:1][C:2]1[CH:10]=[CH:9][C:5]([C:6]([OH:8])=[O:7])=[CH:4][CH:3]=1. (4) Given the reactants C([N:5]1[CH2:11][C@@H:10]2[C@@H:7]([CH2:8][C@H:9]2[C:12]2[CH:17]=[CH:16][C:15]([NH:18][S:19]([C:22]3[CH:27]=[CH:26][C:25]([O:28][C:29]([F:32])([F:31])[F:30])=[CH:24][CH:23]=3)(=[O:21])=[O:20])=[CH:14][CH:13]=2)[CH2:6]1)(=O)CC.Cl, predict the reaction product. The product is: [CH:7]12[CH2:8][CH:9]([C:12]3[CH:13]=[CH:14][C:15]([NH:18][S:19]([C:22]4[CH:27]=[CH:26][C:25]([O:28][C:29]([F:32])([F:30])[F:31])=[CH:24][CH:23]=4)(=[O:20])=[O:21])=[CH:16][CH:17]=3)[CH:10]1[CH2:11][NH:5][CH2:6]2. (5) Given the reactants [NH2:1][C@H:2]([C:4]1[N:8]([CH:9]2[CH2:11][CH2:10]2)[C:7]2[C:12]([C:16]([NH:18][CH3:19])=[O:17])=[CH:13][CH:14]=[CH:15][C:6]=2[N:5]=1)[CH3:3].[NH2:20][C:21]1[C:26]([C:27]#[N:28])=[C:25](Cl)[N:24]=[CH:23][N:22]=1.CCN(C(C)C)C(C)C, predict the reaction product. The product is: [NH2:20][C:21]1[N:22]=[CH:23][N:24]=[C:25]([NH:1][C@H:2]([C:4]2[N:8]([CH:9]3[CH2:10][CH2:11]3)[C:7]3[C:12]([C:16]([NH:18][CH3:19])=[O:17])=[CH:13][CH:14]=[CH:15][C:6]=3[N:5]=2)[CH3:3])[C:26]=1[C:27]#[N:28]. (6) Given the reactants [Br:1][C:2]1[N:7]=[CH:6][C:5]([NH2:8])=[CH:4][CH:3]=1.CCO[CH:12]=[C:13]([C:19]([O:21][CH2:22][CH3:23])=[O:20])[C:14]([O:16][CH2:17][CH3:18])=[O:15], predict the reaction product. The product is: [Br:1][C:2]1[N:7]=[CH:6][C:5]([NH:8][CH:12]=[C:13]([C:14]([O:16][CH2:17][CH3:18])=[O:15])[C:19]([O:21][CH2:22][CH3:23])=[O:20])=[CH:4][CH:3]=1.